This data is from Forward reaction prediction with 1.9M reactions from USPTO patents (1976-2016). The task is: Predict the product of the given reaction. (1) Given the reactants [F:1][C:2]1[CH:25]=[CH:24][CH:23]=[C:22]([F:26])[C:3]=1[C:4]([NH:6][C:7]1[C:8]([C:12]2[NH:16][C:15]3[CH:17]=[CH:18][C:19]([OH:21])=[CH:20][C:14]=3[N:13]=2)=[N:9][NH:10][CH:11]=1)=[O:5].[CH2:27]=O.[CH3:29][N:30]1[CH2:35][CH2:34][NH:33][CH2:32][CH2:31]1, predict the reaction product. The product is: [F:1][C:2]1[CH:25]=[CH:24][CH:23]=[C:22]([F:26])[C:3]=1[C:4]([NH:6][C:7]1[C:8]([C:12]2[NH:16][C:15]3[CH:17]=[CH:18][C:19]([OH:21])=[C:20]([CH2:29][N:30]4[CH2:35][CH2:34][N:33]([CH3:27])[CH2:32][CH2:31]4)[C:14]=3[N:13]=2)=[N:9][NH:10][CH:11]=1)=[O:5]. (2) Given the reactants [CH2:1]([O:5][C:6]1[CH:11]=[CH:10][C:9]([CH3:12])=[CH:8][C:7]=1[C:13]1[N:21]([CH2:22][C:23]2[CH:28]=[CH:27][C:26]([Cl:29])=[CH:25][CH:24]=2)[C:20]2[C:15](=[N:16][C:17]([C:36]#N)=[N:18][C:19]=2[NH:30][C@@H:31]([CH:33]2[CH2:35][CH2:34]2)[CH3:32])[N:14]=1)[CH2:2][CH:3]=[CH2:4].[OH-:38].[Na+].Cl.[OH2:41], predict the reaction product. The product is: [CH2:1]([O:5][C:6]1[CH:11]=[CH:10][C:9]([CH3:12])=[CH:8][C:7]=1[C:13]1[N:21]([CH2:22][C:23]2[CH:28]=[CH:27][C:26]([Cl:29])=[CH:25][CH:24]=2)[C:20]2[C:15](=[N:16][C:17]([C:36]([OH:41])=[O:38])=[N:18][C:19]=2[NH:30][C@@H:31]([CH:33]2[CH2:34][CH2:35]2)[CH3:32])[N:14]=1)[CH2:2][CH:3]=[CH2:4]. (3) The product is: [Br:8][C:6]1[CH:7]=[C:2]([NH:10][C@H:11]2[CH2:16][CH2:15][CH2:14][CH2:13][C@H:12]2[C:17]([NH:19][CH2:20][C:21]([F:22])([F:23])[F:24])=[O:18])[CH:3]=[N:4][CH:5]=1. Given the reactants Br[C:2]1[CH:3]=[N:4][CH:5]=[C:6]([Br:8])[CH:7]=1.Cl.[NH2:10][C@H:11]1[CH2:16][CH2:15][CH2:14][CH2:13][C@H:12]1[C:17]([NH:19][CH2:20][C:21]([F:24])([F:23])[F:22])=[O:18].C(=O)([O-])[O-].[K+].[K+].N1CCC[C@H]1C(O)=O, predict the reaction product. (4) Given the reactants [CH:1]([Si:4]([CH:16]([CH3:18])[CH3:17])([CH:13]([CH3:15])[CH3:14])[O:5][C:6]([C:8]1[S:9][CH:10]=[CH:11][N:12]=1)=[CH2:7])([CH3:3])[CH3:2].C1C(=O)N([Cl:26])C(=O)C1, predict the reaction product. The product is: [CH:16]([Si:4]([CH:1]([CH3:2])[CH3:3])([CH:13]([CH3:15])[CH3:14])[O:5][C:6]([C:8]1[S:9][CH:10]=[CH:11][N:12]=1)=[CH:7][Cl:26])([CH3:18])[CH3:17]. (5) Given the reactants COC[C@H](C)O[C:6]1[CH:7]=[C:8]([CH:12]=[C:13](O[C@@H](C)CC2C=CC=CC=2)[CH:14]=1)[C:9]([OH:11])=O.[N:26]1[CH:31]=[CH:30][C:29]([CH2:32][N:33]2[CH:37]=[CH:36][C:35]([NH2:38])=[N:34]2)=[CH:28][CH:27]=1, predict the reaction product. The product is: [N:26]1[CH:31]=[CH:30][C:29]([CH2:32][N:33]2[CH:37]=[CH:36][C:35]([NH:38][C:9](=[O:11])[C:8]3[CH:7]=[CH:6][CH:14]=[CH:13][CH:12]=3)=[N:34]2)=[CH:28][CH:27]=1. (6) Given the reactants C([O:8][C:9]1[CH:14]=[CH:13][C:12]([C@@H:15]([O:59][Si:60]([C:63]([CH3:66])([CH3:65])[CH3:64])([CH3:62])[CH3:61])[CH2:16][NH:17][CH2:18][CH2:19][CH2:20][CH2:21][CH2:22][CH2:23][CH2:24][CH2:25][CH2:26][N:27]2[CH2:32][CH2:31][CH:30]([N:33]([C:37]3[CH:42]=[CH:41][C:40]([F:43])=[CH:39][C:38]=3[C:44]3[CH:49]=[CH:48][C:47]([O:50]CC4C=CC=CC=4)=[C:46]([Cl:58])[CH:45]=3)[C:34](=[O:36])[O-:35])[CH2:29][CH2:28]2)=[CH:11][C:10]=1[NH:67][S:68]([CH3:71])(=[O:70])=[O:69])C1C=CC=CC=1, predict the reaction product. The product is: [NH3:17].[Si:60]([O:59][C@H:15]([C:12]1[CH:13]=[CH:14][C:9]([OH:8])=[C:10]([NH:67][S:68]([CH3:71])(=[O:70])=[O:69])[CH:11]=1)[CH2:16][NH:17][CH2:18][CH2:19][CH2:20][CH2:21][CH2:22][CH2:23][CH2:24][CH2:25][CH2:26][N:27]1[CH2:32][CH2:31][CH:30]([N:33]([C:37]2[CH:42]=[CH:41][C:40]([F:43])=[CH:39][C:38]=2[C:44]2[CH:49]=[CH:48][C:47]([OH:50])=[C:46]([Cl:58])[CH:45]=2)[C:34](=[O:35])[O-:36])[CH2:29][CH2:28]1)([C:63]([CH3:66])([CH3:64])[CH3:65])([CH3:62])[CH3:61]. (7) Given the reactants Cl.[Cl:2][C:3]1[C:12]2[C:11](=[O:13])[NH:10][C@H:9]3[CH2:14][NH:15][CH2:16][C@@H:8]3[C:7]=2[CH:6]=[C:5]([CH2:17][CH3:18])[CH:4]=1.[CH:19](=O)[CH3:20].[BH4-].[Na+].Cl, predict the reaction product. The product is: [ClH:2].[Cl:2][C:3]1[C:12]2[C:11](=[O:13])[NH:10][C@H:9]3[CH2:14][N:15]([CH2:19][CH3:20])[CH2:16][C@@H:8]3[C:7]=2[CH:6]=[C:5]([CH2:17][CH3:18])[CH:4]=1. (8) Given the reactants [Cl:1][C:2]1[C:11]2[C:6](=[CH:7][CH:8]=[C:9]([C:12]([C:20]3[C:21]([CH3:27])=[N:22][C:23]([CH3:26])=[CH:24][CH:25]=3)([OH:19])[C:13]3[N:17]([CH3:18])[N:16]=[N:15][CH:14]=3)[CH:10]=2)[N:5]=[C:4]([O:28][CH3:29])[C:3]=1[OH:30].O[CH2:32][CH2:33][N:34]1[CH2:39][CH2:38][O:37][CH2:36][CH2:35]1.C1C=CC(P(C2C=CC=CC=2)C2C=CC=CC=2)=CC=1.CC(OC(/N=N/C(OC(C)C)=O)=O)C, predict the reaction product. The product is: [Cl:1][C:2]1[C:11]2[C:6](=[CH:7][CH:8]=[C:9]([C:12]([C:20]3[C:21]([CH3:27])=[N:22][C:23]([CH3:26])=[CH:24][CH:25]=3)([C:13]3[N:17]([CH3:18])[N:16]=[N:15][CH:14]=3)[OH:19])[CH:10]=2)[N:5]=[C:4]([O:28][CH3:29])[C:3]=1[O:30][CH2:32][CH2:33][N:34]1[CH2:39][CH2:38][O:37][CH2:36][CH2:35]1. (9) Given the reactants [C:1]([SiH2:5][O:6][C:7]([CH3:25])([CH3:24])[C:8]1[N:12]([CH3:13])[N:11]=[C:10]([C:14]2[CH:19]=[CH:18][C:17]([C:20]([F:23])([F:22])[F:21])=[CH:16][CH:15]=2)[CH:9]=1)([CH3:4])([CH3:3])[CH3:2].[Br:26]Br.C(=O)([O-])[O-].[Na+].[Na+], predict the reaction product. The product is: [Br:26][C:9]1[C:10]([C:14]2[CH:15]=[CH:16][C:17]([C:20]([F:22])([F:21])[F:23])=[CH:18][CH:19]=2)=[N:11][N:12]([CH3:13])[C:8]=1[C:7]([CH3:25])([CH3:24])[O:6][SiH2:5][C:1]([CH3:4])([CH3:2])[CH3:3].